The task is: Predict the product of the given reaction.. This data is from Forward reaction prediction with 1.9M reactions from USPTO patents (1976-2016). Given the reactants [Cl:1][C:2]1[S:6][C:5]([C:7]([CH:13]2[CH2:16][CH2:15][CH2:14]2)([CH3:12])[C:8]([O:10][CH3:11])=[O:9])=[CH:4][CH:3]=1.OC1[CH2:23][CH2:22][N:21]([CH3:24])[CH2:20][CH2:19]1, predict the reaction product. The product is: [Cl:1][C:2]1[S:6][C:5]([C:7]([CH:13]2[CH2:16][CH2:15][CH2:14]2)([CH3:12])[C:8]([O:10][CH:11]2[CH2:23][CH2:22][N:21]([CH3:24])[CH2:20][CH2:19]2)=[O:9])=[CH:4][CH:3]=1.